The task is: Predict the reaction yield, written as a fraction of the theoretical maximum amount of product (1.0 means a 100% yield; for example, 0.34 means a 34% yield).. This data is from Reaction yield outcomes from USPTO patents with 853,638 reactions. (1) The reactants are [OH:1][C@@:2]1([C:9]#[C:10][C:11]2[CH:12]=[C:13]([C:20]3[N:25]=[C:24]([C:26]([O:28]CC)=O)[CH:23]=[CH:22][CH:21]=3)[C:14]3[O:18][CH2:17][CH2:16][C:15]=3[CH:19]=2)[CH2:6][CH2:5][N:4]([CH3:7])[C:3]1=[O:8].[NH3:31]. No catalyst specified. The product is [OH:1][C@@:2]1([C:9]#[C:10][C:11]2[CH:12]=[C:13]([C:20]3[N:25]=[C:24]([C:26]([NH2:31])=[O:28])[CH:23]=[CH:22][CH:21]=3)[C:14]3[O:18][CH2:17][CH2:16][C:15]=3[CH:19]=2)[CH2:6][CH2:5][N:4]([CH3:7])[C:3]1=[O:8]. The yield is 0.140. (2) The reactants are [CH2:1]([N:3]1[CH2:8][CH2:7][NH:6][CH2:5][CH2:4]1)[CH3:2].[NH2:9][C:10]1[CH:17]=[CH:16][C:13]([CH:14]=O)=[CH:12][C:11]=1[N+:18]([O-:20])=[O:19].[BH4-].[Na+]. The catalyst is CO.CCOC(C)=O.CC(O[Ti](OC(C)C)(OC(C)C)OC(C)C)C. The product is [CH2:1]([N:3]1[CH2:8][CH2:7][N:6]([CH2:14][C:13]2[CH:16]=[CH:17][C:10]([NH2:9])=[C:11]([N+:18]([O-:20])=[O:19])[CH:12]=2)[CH2:5][CH2:4]1)[CH3:2]. The yield is 0.340. (3) The reactants are [O-:1][CH2:2][CH3:3].[Na+].Cl[C:6]1[C:19]2[C:10](=[C:11]3[C:16](=[CH:17][CH:18]=2)[CH:15]=[CH:14][CH:13]=[N:12]3)[N:9]=[C:8]([CH3:20])[CH:7]=1. The catalyst is C(O)C. The product is [CH3:20][C:8]1[CH:7]=[C:6]([O:1][CH2:2][CH3:3])[C:19]2[C:10](=[C:11]3[C:16](=[CH:17][CH:18]=2)[CH:15]=[CH:14][CH:13]=[N:12]3)[N:9]=1. The yield is 0.780. (4) The reactants are [C:1](/[CH:3]=[CH:4]/[S:5]([C:8]1[CH:13]=[CH:12][C:11]([C:14]([CH3:19])([CH3:18])[C:15]([OH:17])=O)=[CH:10][CH:9]=1)(=[O:7])=[O:6])#[N:2].[NH2:20][CH2:21][CH2:22][NH:23][C:24]([O:26][C:27]([CH3:30])([CH3:29])[CH3:28])=[O:25].C(N(CC)C(C)C)(C)C. The catalyst is C(Cl)Cl. The product is [C:27]([O:26][C:24](=[O:25])[NH:23][CH2:22][CH2:21][NH:20][C:15](=[O:17])[C:14]([C:11]1[CH:10]=[CH:9][C:8]([S:5](/[CH:4]=[CH:3]/[C:1]#[N:2])(=[O:6])=[O:7])=[CH:13][CH:12]=1)([CH3:19])[CH3:18])([CH3:30])([CH3:28])[CH3:29]. The yield is 0.670. (5) The reactants are C(=O)([O-])[O-].[Cs+].[Cs+].CS([O:11][CH2:12][C:13]([CH3:18])([N+:15]([O-:17])=[O:16])[CH3:14])(=O)=O.O[C:20]1[CH:25]=[CH:24][C:23]([NH:26][C:27](=[O:29])[CH3:28])=[CH:22][C:21]=1[C:30]1[N:31]([CH3:35])[N:32]=[CH:33][CH:34]=1. The catalyst is CC(N(C)C)=O. The product is [CH3:35][N:31]1[C:30]([C:21]2[CH:22]=[C:23]([NH:26][C:27](=[O:29])[CH3:28])[CH:24]=[CH:25][C:20]=2[O:11][CH2:12][C:13]([CH3:18])([N+:15]([O-:17])=[O:16])[CH3:14])=[CH:34][CH:33]=[N:32]1. The yield is 0.830. (6) The reactants are [NH2:1][CH2:2][CH2:3][C:4]1[CH:9]=[CH:8][C:7]([OH:10])=[CH:6][CH:5]=1.C([C:13]1[C:18]([F:19])=[CH:17][CH:16]=[C:15]([F:20])[C:14]=1[N:21]=[CH:22][N:23]([CH3:25])C)#N.C(O)(=O)C. The yield is 0.780. The catalyst is C(O)C. The product is [F:19][C:18]1[CH:17]=[CH:16][C:15]([F:20])=[C:14]2[C:13]=1[C:25]([NH:1][CH2:2][CH2:3][C:4]1[CH:9]=[CH:8][C:7]([OH:10])=[CH:6][CH:5]=1)=[N:23][CH:22]=[N:21]2.